Dataset: Retrosynthesis with 50K atom-mapped reactions and 10 reaction types from USPTO. Task: Predict the reactants needed to synthesize the given product. (1) The reactants are: CN1C(=O)c2c(nn(Cc3ccc(-c4cccc(F)n4)cc3)c2Sc2ccccc2)N2C1=N[C@@H]1CCC[C@@H]12.O=S([O-])OO. Given the product CN1C(=O)c2c(nn(Cc3ccc(-c4cccc(F)n4)cc3)c2S(=O)c2ccccc2)N2C1=N[C@@H]1CCC[C@@H]12, predict the reactants needed to synthesize it. (2) Given the product Cc1cc(C)c(C#N)cn1, predict the reactants needed to synthesize it. The reactants are: Cc1cc(C)c(C#N)c(Cl)n1. (3) Given the product COc1cccc(C(=CC#N)c2ccc(OC)c(OC)c2)c1, predict the reactants needed to synthesize it. The reactants are: COc1cccc(C(=CC#N)c2cc(OC)cc(OC)c2)c1.